Dataset: Reaction yield outcomes from USPTO patents with 853,638 reactions. Task: Predict the reaction yield, written as a fraction of the theoretical maximum amount of product (1.0 means a 100% yield; for example, 0.34 means a 34% yield). The reactants are [F:1][C:2]([F:19])([F:18])[C:3]([N:5]1[CH2:10][CH2:9][CH:8]([CH2:11][C:12]2[CH:17]=[CH:16][CH:15]=[CH:14][CH:13]=2)[CH2:7][CH2:6]1)=[O:4].[Cl:20][S:21](O)(=[O:23])=[O:22]. The catalyst is ClCCl. The product is [F:19][C:2]([F:1])([F:18])[C:3]([N:5]1[CH2:10][CH2:9][CH:8]([CH2:11][C:12]2[CH:13]=[CH:14][C:15]([S:21]([Cl:20])(=[O:23])=[O:22])=[CH:16][CH:17]=2)[CH2:7][CH2:6]1)=[O:4]. The yield is 0.410.